Dataset: Merck oncology drug combination screen with 23,052 pairs across 39 cell lines. Task: Regression. Given two drug SMILES strings and cell line genomic features, predict the synergy score measuring deviation from expected non-interaction effect. Drug 1: Nc1ccn(C2OC(CO)C(O)C2(F)F)c(=O)n1. Drug 2: CC(C)CC(NC(=O)C(Cc1ccccc1)NC(=O)c1cnccn1)B(O)O. Cell line: KPL1. Synergy scores: synergy=-1.89.